Dataset: Experimentally validated miRNA-target interactions with 360,000+ pairs, plus equal number of negative samples. Task: Binary Classification. Given a miRNA mature sequence and a target amino acid sequence, predict their likelihood of interaction. (1) The miRNA is mmu-miR-30c-1-3p with sequence CUGGGAGAGGGUUGUUUACUCC. The protein sequence of the target gene is MAAQCVTKVALNVSCANLLDKDIGSKSDPLCVLFLNTSGQQWYEVERTERIKNCLNPQFSKTFIIDYYFEVVQKLKFGVYDIDNKTIELSDDDFLGECECTLGQIVSSKKLTRPLVMKTGRPAGKGSITISAEEIKDNRVVLFEMEARKLDNKDLFGKSDPYLEFHKQTSDGNWLMVHRTEVVKNNLNPVWRPFKISLNSLCYGDMDKTIKVECYDYDNDGSHDLIGTFQTTMTKLKEASRSSPVEFECINEKKRQKKKSYKNSGVISVKQCEITVECTFLDYIMGGCQLNFTVGVDFTG.... Result: 0 (no interaction). (2) Result: 1 (interaction). The miRNA is hsa-miR-4441 with sequence ACAGGGAGGAGAUUGUA. The protein sequence of the target gene is MPTALCPRVLAPKESEEPRKMRSPPGENPSPQGELPSPESSRRLFRRFRYQEAAGPREALQRLWDLCGGWLRPERHTKEQILELLVLEQFLAILPREIQSWVRAQEPESGEQAVAAVEALEREPGRPWQWLKHCEDPVVIDDGDSPLDQEQEQLPVEPHSDLAKNQDAQPITLAQCLGLPSRPPSQLSGDPVLQDAFLLQEENVRDTQQVTTLQLPPSRVSPFKDMILCFSEEDWSLLDPAQTGFYGEFIIGEDYGVSMPPNDLAAQPDLSQGEENEPRVPELQDLQGKEVPQVSYLDSP.... (3) The miRNA is rno-miR-141-3p with sequence UAACACUGUCUGGUAAAGAUGG. The protein sequence of the target gene is MGEDAAQAEKFQHPNTDMLQEKPSSPSPMPSSTPSPSLNLGSTEEAIRDNSQVNAVTVHTLLDKLVNMLDAVRENQHNMEQRQINLEGSVKGIQNDLTKLSKYQASTSNTVSKLLEKSRKVSAHTRAVRERLERQCVQVKRLENNHAQLLRRNHFKVLIFQEESEIPASVFVKEPVPSAAEGKEELADENKSLEETLHNVDLSSDDELPRDEEALEDSAEEKMEESRAEKIKRSSLKKVDSLKKAFSRQNIEKKMNKLGTKIVSVERREKIKKSLTPNHQKASSGKSSPFKVSPLSFGRK.... Result: 0 (no interaction). (4) The miRNA is mmu-miR-193a-3p with sequence AACUGGCCUACAAAGUCCCAGU. The protein sequence of the target gene is METVQLRNPPRRQLKKLDEDSLTKQPEEVFDVLEKLGEGSYGSVYKAIHKETGQIVAIKQVPVESDLQEIIKEISIMQQCDSPHVVKYYGSYFKNTDLWIVMEYCGAGSVSDIIRLRNKTLTEDEIATILQSTLKGLEYLHFMRKIHRDIKAGNILLNTEGHAKLADFGVAGQLTDTMAKRNTVIGTPFWMAPEVIQEIGYNCVADIWSLGITAIEMAEGKPPYADIHPMRAIFMIPTNPPPTFRKPELWSDNFMDFVKQCLVKSPEQRATATQLLQHPFVKSAKGVSILRDLINEAMDV.... Result: 0 (no interaction).